From a dataset of Reaction yield outcomes from USPTO patents with 853,638 reactions. Predict the reaction yield, written as a fraction of the theoretical maximum amount of product (1.0 means a 100% yield; for example, 0.34 means a 34% yield). (1) The reactants are [C:1]1(=[O:11])[NH:5][C:4](=[O:6])[C:3]2=[CH:7][CH:8]=[CH:9][CH:10]=[C:2]12.C1(P(C2C=CC=CC=2)C2C=CC=CC=2)C=CC=CC=1.[Cl:31][C:32]1[C:41]([C@H:42](O)[CH3:43])=[CH:40][C:39]2[C:34](=[C:35]([F:45])[CH:36]=[CH:37][CH:38]=2)[N:33]=1.CC(OC(/N=N/C(OC(C)C)=O)=O)C. The catalyst is C1COCC1. The product is [Cl:31][C:32]1[C:41]([C@@H:42]([N:5]2[C:1](=[O:11])[C:2]3[C:3](=[CH:7][CH:8]=[CH:9][CH:10]=3)[C:4]2=[O:6])[CH3:43])=[CH:40][C:39]2[C:34](=[C:35]([F:45])[CH:36]=[CH:37][CH:38]=2)[N:33]=1. The yield is 0.820. (2) The reactants are [Cl:1][C:2]1[CH:3]=[N:4][CH:5]=[C:6]([F:9])[C:7]=1I.CC1(C)C(C)(C)OB([C:18]2[CH2:19][CH2:20][N:21]([C:24]([O:26][C:27]([CH3:30])([CH3:29])[CH3:28])=[O:25])[CH2:22][CH:23]=2)O1.C([O-])([O-])=O.[Na+].[Na+]. The yield is 0.780. The catalyst is COCCOC.Cl[Pd](Cl)([P](C1C=CC=CC=1)(C1C=CC=CC=1)C1C=CC=CC=1)[P](C1C=CC=CC=1)(C1C=CC=CC=1)C1C=CC=CC=1. The product is [Cl:1][C:2]1[CH:3]=[N:4][CH:5]=[C:6]([F:9])[C:7]=1[C:18]1[CH2:23][CH2:22][N:21]([C:24]([O:26][C:27]([CH3:30])([CH3:29])[CH3:28])=[O:25])[CH2:20][CH:19]=1. (3) The reactants are [CH2:1]([O:8][C@H:9]1[C@H:14]([O:15][CH2:16][C:17]2[CH:22]=[CH:21][CH:20]=[CH:19][CH:18]=2)[C@@H:13]([O:23][CH2:24][C:25]2[CH:30]=[CH:29][CH:28]=[CH:27][CH:26]=2)[C@H:12]([C:31]2[S:32][C:33]([Cl:38])=[C:34]([CH2:36]Br)[CH:35]=2)[O:11][C@@H:10]1[CH2:39][O:40][CH2:41][C:42]1[CH:47]=[CH:46][CH:45]=[CH:44][CH:43]=1)[C:2]1[CH:7]=[CH:6][CH:5]=[CH:4][CH:3]=1.[CH3:48][C:49]1[CH:54]=[CH:53][C:52](B(O)O)=[CH:51][CH:50]=1.C([O-])([O-])=O.[Cs+].[Cs+]. The catalyst is C1(C)C=CC=CC=1.CCO. The product is [CH2:1]([O:8][C@H:9]1[C@H:14]([O:15][CH2:16][C:17]2[CH:22]=[CH:21][CH:20]=[CH:19][CH:18]=2)[C@@H:13]([O:23][CH2:24][C:25]2[CH:30]=[CH:29][CH:28]=[CH:27][CH:26]=2)[C@H:12]([C:31]2[S:32][C:33]([Cl:38])=[C:34]([CH2:36][C:52]3[CH:53]=[CH:54][C:49]([CH3:48])=[CH:50][CH:51]=3)[CH:35]=2)[O:11][C@@H:10]1[CH2:39][O:40][CH2:41][C:42]1[CH:47]=[CH:46][CH:45]=[CH:44][CH:43]=1)[C:2]1[CH:7]=[CH:6][CH:5]=[CH:4][CH:3]=1. The yield is 0.710. (4) The reactants are [CH2:1]([O:3][C:4](=[O:17])[CH:5]([C:15]#[N:16])[C:6]1[C:11]([N+:12]([O-])=O)=[CH:10][CH:9]=[CH:8][N:7]=1)[CH3:2]. The catalyst is C(O)C.[Pd]. The product is [CH2:1]([O:3][C:4](=[O:17])[CH:5]([C:15]#[N:16])[C:6]1[C:11]([NH2:12])=[CH:10][CH:9]=[CH:8][N:7]=1)[CH3:2]. The yield is 0.990. (5) The reactants are [Cl:1][C:2]1[N:7]=[C:6]([NH2:8])[CH:5]=[CH:4][C:3]=1[CH3:9].CCN(CC)CC.[F:17][C:18]1([F:33])[O:22][C:21]2[CH:23]=[CH:24][C:25]([C:27]3([C:30](Cl)=[O:31])[CH2:29][CH2:28]3)=[CH:26][C:20]=2[O:19]1. The catalyst is ClCCl. The product is [Cl:1][C:2]1[N:7]=[C:6]([NH:8][C:30]([C:27]2([C:25]3[CH:24]=[CH:23][C:21]4[O:22][C:18]([F:33])([F:17])[O:19][C:20]=4[CH:26]=3)[CH2:29][CH2:28]2)=[O:31])[CH:5]=[CH:4][C:3]=1[CH3:9]. The yield is 0.940.